From a dataset of Forward reaction prediction with 1.9M reactions from USPTO patents (1976-2016). Predict the product of the given reaction. (1) Given the reactants Cl.[NH2:2][CH2:3][C:4]1[CH:9]=[CH:8][C:7](B(O)O)=[CH:6][CH:5]=1.I[C:14]1[CH:19]=[CH:18][N:17]=[C:16]([C:20]([F:23])([F:22])[F:21])[CH:15]=1.C(=O)([O-])[O-].[Na+].[Na+], predict the reaction product. The product is: [F:21][C:20]([F:23])([F:22])[C:16]1[CH:15]=[C:14]([C:7]2[CH:8]=[CH:9][C:4]([CH2:3][NH2:2])=[CH:5][CH:6]=2)[CH:19]=[CH:18][N:17]=1. (2) Given the reactants [CH:1]1[C:13]2[CH:12]([CH2:14][O:15][C:16]([NH:18][C:19]([CH3:44])([C:21]([NH:23][C@H:24]([C:28]([N:30]([C@@H:32]([C@@H:40]([CH3:43])[CH2:41][CH3:42])[C@H:33]([O:38][CH3:39])[CH2:34][C:35](O)=[O:36])[CH3:31])=[O:29])[CH:25]([CH3:27])[CH3:26])=[O:22])[CH3:20])=[O:17])[C:11]3[C:6](=[CH:7][CH:8]=[CH:9][CH:10]=3)[C:5]=2[CH:4]=[CH:3][CH:2]=1.Cl.[CH3:46][O:47][C@@H:48]([C@@H:66]1[CH2:70][CH2:69][CH2:68][NH:67]1)[C@@H:49]([CH3:65])[C:50]([NH:52][C@H:53]([C:61]([O:63][CH3:64])=[O:62])[CH2:54][C:55]1[CH:60]=[CH:59][CH:58]=[CH:57][CH:56]=1)=[O:51].CN(C(ON1N=NC2C=CC=NC1=2)=[N+](C)C)C.F[P-](F)(F)(F)(F)F.C(N(C(C)C)CC)(C)C, predict the reaction product. The product is: [CH:1]1[C:13]2[CH:12]([CH2:14][O:15][C:16]([NH:18][C:19]([CH3:44])([C:21]([NH:23][C@H:24]([C:28]([N:30]([C@@H:32]([C@@H:40]([CH3:43])[CH2:41][CH3:42])[C@H:33]([O:38][CH3:39])[CH2:34][C:35]([N:67]3[CH2:68][CH2:69][CH2:70][C@H:66]3[C@H:48]([O:47][CH3:46])[C@@H:49]([CH3:65])[C:50]([NH:52][C@@H:53]([CH2:54][C:55]3[CH:56]=[CH:57][CH:58]=[CH:59][CH:60]=3)[C:61]([O:63][CH3:64])=[O:62])=[O:51])=[O:36])[CH3:31])=[O:29])[CH:25]([CH3:27])[CH3:26])=[O:22])[CH3:20])=[O:17])[C:11]3[C:6](=[CH:7][CH:8]=[CH:9][CH:10]=3)[C:5]=2[CH:4]=[CH:3][CH:2]=1. (3) Given the reactants [Br:1][C:2]1[CH:7]=[CH:6][CH:5]=[CH:4][C:3]=1[F:8].[CH3:9][Si:10](Cl)([CH3:12])[CH3:11].C([N-]C(C)C)(C)C.[Li+].Cl, predict the reaction product. The product is: [CH3:9][Si:10]([CH3:12])([CH3:11])[C:4]1[C:3]([F:8])=[C:2]([Br:1])[CH:7]=[CH:6][CH:5]=1. (4) The product is: [NH2:1][C:4]1[CH:9]=[CH:8][CH:7]=[CH:6][C:5]=1[C:10]1[S:11][C:12]2[C:17]([N:18]=1)=[CH:16][C:15]([CH2:19][N:20]1[CH2:25][CH2:24][N:23]([C:26]([O:28][C:29]([CH3:32])([CH3:31])[CH3:30])=[O:27])[CH2:22][CH2:21]1)=[CH:14][N:13]=2. Given the reactants [N+:1]([C:4]1[CH:9]=[CH:8][CH:7]=[CH:6][C:5]=1[C:10]1[S:11][C:12]2[C:17]([N:18]=1)=[CH:16][C:15]([CH2:19][N:20]1[CH2:25][CH2:24][N:23]([C:26]([O:28][C:29]([CH3:32])([CH3:31])[CH3:30])=[O:27])[CH2:22][CH2:21]1)=[CH:14][N:13]=2)([O-])=O.[NH4+].[Cl-].O, predict the reaction product.